From a dataset of Catalyst prediction with 721,799 reactions and 888 catalyst types from USPTO. Predict which catalyst facilitates the given reaction. (1) Reactant: Cl[CH:2]([C:7]1[CH:8]=[C:9]([C:13]2[CH:14]=[N:15][N:16]([CH3:18])[CH:17]=2)[O:10][C:11]=1[CH3:12])[CH2:3][CH:4]([CH3:6])[CH3:5].[NH2:19][C:20]1[CH:29]=[CH:28][C:23]([C:24]([O:26]C)=[O:25])=[CH:22][CH:21]=1.C(=O)([O-])[O-].[Na+].[Na+].[I-].[Na+]. Product: [CH3:18][N:16]1[CH:17]=[C:13]([C:9]2[O:10][C:11]([CH3:12])=[C:7]([CH:2]([NH:19][C:20]3[CH:29]=[CH:28][C:23]([C:24]([OH:26])=[O:25])=[CH:22][CH:21]=3)[CH2:3][CH:4]([CH3:6])[CH3:5])[CH:8]=2)[CH:14]=[N:15]1. The catalyst class is: 395. (2) Reactant: [F:1][C:2]([F:29])([F:28])[C:3]1[CH:23]=[CH:22][C:21]([C:24]([F:27])([F:26])[F:25])=[CH:20][C:4]=1[CH2:5][O:6][C:7]1[CH:8]=[C:9]([C:13]2[N:17]=[N:16][NH:15][C:14]=2[C:18]#[N:19])[CH:10]=[CH:11][CH:12]=1.[C:30](=[O:38])([O:35][CH2:36][CH3:37])[O:31][CH:32](Cl)[CH3:33].C(=O)(O)[O-].[Na+]. Product: [CH2:32]([O:31][C:30](=[O:38])[O:35][CH:36]([N:16]1[N:17]=[C:13]([C:9]2[CH:10]=[CH:11][CH:12]=[C:7]([O:6][CH2:5][C:4]3[CH:20]=[C:21]([C:24]([F:26])([F:27])[F:25])[CH:22]=[CH:23][C:3]=3[C:2]([F:1])([F:28])[F:29])[CH:8]=2)[C:14]([C:18]#[N:19])=[N:15]1)[CH3:37])[CH3:33]. The catalyst class is: 3. (3) Reactant: [NH2:1][C:2]1[C:3]([C:14]2[CH:22]=[CH:21][C:17]([C:18]([OH:20])=O)=[C:16]([F:23])[CH:15]=2)=[N:4][C:5]([CH:8]2[CH2:13][CH2:12][O:11][CH2:10][CH2:9]2)=[CH:6][N:7]=1.[Cl:24][C:25]1[CH:26]=[C:27]([CH2:31][NH2:32])[CH:28]=[CH:29][CH:30]=1.C1CN([P+](Br)(N2CCCC2)N2CCCC2)CC1.F[P-](F)(F)(F)(F)F.CCN(C(C)C)C(C)C.C1C=CC2N(O)N=NC=2C=1. Product: [NH2:1][C:2]1[C:3]([C:14]2[CH:22]=[CH:21][C:17]([C:18]([NH:32][CH2:31][C:27]3[CH:28]=[CH:29][CH:30]=[C:25]([Cl:24])[CH:26]=3)=[O:20])=[C:16]([F:23])[CH:15]=2)=[N:4][C:5]([CH:8]2[CH2:9][CH2:10][O:11][CH2:12][CH2:13]2)=[CH:6][N:7]=1. The catalyst class is: 1. (4) Reactant: [C:1](=O)([O-])[O-].[Na+].[Na+].[F:7][C:8]1[C:16]([S:17]([OH:19])=[O:18])=[CH:15][CH:14]=[C:13]([F:20])[C:9]=1[C:10]([OH:12])=[O:11].CI. Product: [F:7][C:8]1[C:16]([S:17]([CH3:1])(=[O:19])=[O:18])=[CH:15][CH:14]=[C:13]([F:20])[C:9]=1[C:10]([OH:12])=[O:11]. The catalyst class is: 24. (5) Reactant: Cl[CH2:2][CH2:3][CH2:4][C:5]([C:7]1[CH:12]=[CH:11][CH:10]=[CH:9][CH:8]=1)=[O:6].[N-:13]=[N+:14]=[N-:15].[Na+].O. Product: [N:13]([CH2:2][CH2:3][CH2:4][C:5]([C:7]1[CH:12]=[CH:11][CH:10]=[CH:9][CH:8]=1)=[O:6])=[N+:14]=[N-:15]. The catalyst class is: 16. (6) Reactant: Br[C:2]1(Br)[CH:12]2[CH:3]1[CH2:4][O:5][C:6]1[C:11]2=[CH:10][CH:9]=[C:8]([NH:13][C:14](=[O:19])[C:15]([CH3:18])([CH3:17])[CH3:16])[C:7]=1[C:20]([O:22][CH3:23])=[O:21].[Cl-].[NH4+]. Product: [CH3:16][C:15]([CH3:18])([CH3:17])[C:14]([NH:13][C:8]1[C:7]([C:20]([O:22][CH3:23])=[O:21])=[C:6]2[C:11]([CH:12]3[CH2:2][CH:3]3[CH2:4][O:5]2)=[CH:10][CH:9]=1)=[O:19]. The catalyst class is: 490.